This data is from Full USPTO retrosynthesis dataset with 1.9M reactions from patents (1976-2016). The task is: Predict the reactants needed to synthesize the given product. (1) Given the product [N:47]1([S:51]([NH:54][C:9](=[O:10])[C:8]2[CH:12]=[C:4]([CH:1]3[CH2:2][CH2:3]3)[C:5]([O:14][CH2:15][CH:16]3[CH:21]([CH3:22])[CH2:20][CH2:19][CH2:18][CH:17]3[CH3:23])=[CH:6][C:7]=2[F:13])(=[O:53])=[O:52])[CH2:50][CH2:49][CH2:48]1, predict the reactants needed to synthesize it. The reactants are: [CH:1]1([C:4]2[C:5]([O:14][CH2:15][CH:16]3[CH:21]([CH3:22])[CH2:20][CH2:19][CH2:18][CH:17]3[CH3:23])=[CH:6][C:7]([F:13])=[C:8]([CH:12]=2)[C:9](O)=[O:10])[CH2:3][CH2:2]1.C(N1C=CN=C1)(N1C=CN=C1)=O.N12CCCN=C1CCCCC2.[N:47]1([S:51]([NH2:54])(=[O:53])=[O:52])[CH2:50][CH2:49][CH2:48]1.Cl. (2) The reactants are: [NH:1]1[C:9]2[C:4](=[CH:5][C:6]([NH:10][CH:11]3[CH2:16][CH2:15][C:14](=O)[CH2:13][CH2:12]3)=[CH:7][CH:8]=2)[CH:3]=[N:2]1.[CH2:18]([NH2:23])[CH2:19][CH2:20][CH2:21][CH3:22].C(O[BH-](OC(=O)C)OC(=O)C)(=O)C.[Na+].Cl.CO. Given the product [NH:1]1[C:9]2[C:4](=[CH:5][C:6]([NH:10][CH:11]3[CH2:16][CH2:15][CH:14]([NH:23][CH2:18][CH2:19][CH2:20][CH2:21][CH3:22])[CH2:13][CH2:12]3)=[CH:7][CH:8]=2)[CH:3]=[N:2]1, predict the reactants needed to synthesize it.